This data is from Experimentally validated miRNA-target interactions with 360,000+ pairs, plus equal number of negative samples. The task is: Binary Classification. Given a miRNA mature sequence and a target amino acid sequence, predict their likelihood of interaction. (1) The miRNA is mmu-miR-484 with sequence UCAGGCUCAGUCCCCUCCCGAU. The protein sequence of the target gene is MILTSVLGSGPRSWSSLWPLLGSSLSLRARSTSATDTHHVELARERSKTVTSFYNQSAIDVAAEKPSVRLTPTMMLYSGRSQDGSHLLKSGRYLQQELPVRIAHRIKGFRSLPFIIGCNPTILHVHELYIRAFQKLTDFPPIKDQADEAQYCQLVRQLLDDHKDVVTLLAEGLRESRKHIQDEKLVRYFLDKTLTSRLGIRMLATHHLALHEDKPDFVGIICTRLSPKKIIEKWVDFARRLCEHKYGNAPRVRINGHVAARFPFIPMPLDYILPELLKNAMRATMESHLDTPYNVPDVVI.... Result: 1 (interaction). (2) The miRNA is mmu-miR-1943-5p with sequence AAGGGAGGAUCUGGGCACCUGGA. The protein sequence of the target gene is MSHGPSPRLAESPQLSKGSLLTILGSPSPERMGPADSLPPTPPSGTPSPGPPPALPLPPAPALLADGDWESREELRLRELEEARARAAQMEKTMRRWSDCTANWREKWSKVRAERNRAREEVRQLRQRLDALTKELAGARRERQEAQGECEARGRELARLRGARGVADQTRDGPEPEAEREPVRDVGSERPPGSQELELVESLLKSMPEESEDCWEARSLGAGGPRGSSGRQERSRLPWEDTAATEEEASKLTALRLRLDESQKVLLKEREDKLALSRNIEKLEGELSQWKIKYEELSKT.... Result: 0 (no interaction).